From a dataset of Full USPTO retrosynthesis dataset with 1.9M reactions from patents (1976-2016). Predict the reactants needed to synthesize the given product. (1) Given the product [F:28][C:26]1[CH:25]=[N:24][C:23]2[O:29][CH2:2][CH2:3][CH2:4][NH:5][C:6](=[O:7])[C:8]3=[C:12]4[N:13]=[C:14]([CH:15]=[CH:16][N:11]4[N:10]=[CH:9]3)[N:17]3[C@H:21]([CH2:20][O:19][C:18]3=[O:30])[C:22]=2[CH:27]=1, predict the reactants needed to synthesize it. The reactants are: Cl[CH2:2][CH2:3][CH2:4][NH:5][C:6]([C:8]1[CH:9]=[N:10][N:11]2[CH:16]=[CH:15][C:14]([N:17]3[C@@H:21]([C:22]4[C:23](=[O:29])[NH:24][CH:25]=[C:26]([F:28])[CH:27]=4)[CH2:20][O:19][C:18]3=[O:30])=[N:13][C:12]=12)=[O:7].C(=O)([O-])[O-].[Cs+].[Cs+].O. (2) Given the product [C:1]([O:5][C:6]([NH:8][C@H:9]([CH2:14][C:15]1[CH:20]=[C:19]([F:21])[CH:18]=[CH:17][C:16]=1[F:22])[CH2:10][C:11]([N:42]1[CH2:43][CH2:44][CH2:45][N:39]([CH3:38])[C:40](=[O:46])[CH2:41]1)=[O:13])=[O:7])([CH3:2])([CH3:3])[CH3:4], predict the reactants needed to synthesize it. The reactants are: [C:1]([O:5][C:6]([NH:8][C@H:9]([CH2:14][C:15]1[CH:20]=[C:19]([F:21])[CH:18]=[CH:17][C:16]=1[F:22])[CH2:10][C:11]([OH:13])=O)=[O:7])([CH3:4])([CH3:3])[CH3:2].C(Cl)CCl.C1C=CC2N(O)N=NC=2C=1.Cl.[CH3:38][N:39]1[CH2:45][CH2:44][CH2:43][NH:42][CH2:41][C:40]1=[O:46]. (3) Given the product [CH3:69][O:68][C:67](=[O:70])[NH:66][C@@H:38]([CH:82]([CH3:83])[CH3:72])[C:39]([N:40]1[CH2:44][CH2:43][S:42][C@H:41]1[C:45]1[NH:46][C:47]([C:50]2[CH:51]=[CH:52][C:53]([C:2]3[CH:11]=[CH:10][C:9]4[C:4](=[CH:5][CH:6]=[C:7]([C:12]5[NH:16][C:15]([C@@H:17]6[CH2:21][CH2:20][CH2:19][N:18]6[C:22](=[O:35])[C@H:23]([NH:30][C:31]([O:32][CH3:33])=[O:34])[C:24]6[CH:29]=[CH:28][CH:27]=[CH:26][CH:25]=6)=[N:14][CH:13]=5)[CH:8]=4)[CH:3]=3)=[CH:54][CH:55]=2)=[CH:48][N:49]=1)=[O:65], predict the reactants needed to synthesize it. The reactants are: Br[C:2]1[CH:3]=[C:4]2[C:9](=[CH:10][CH:11]=1)[CH:8]=[C:7]([C:12]1[NH:16][C:15]([C@@H:17]3[CH2:21][CH2:20][CH2:19][N:18]3[C:22](=[O:35])[C@H:23]([NH:30][C:31](=[O:34])[O:32][CH3:33])[C:24]3[CH:29]=[CH:28][CH:27]=[CH:26][CH:25]=3)=[N:14][CH:13]=1)[CH:6]=[CH:5]2.CC(C)[C@H:38]([NH:66][C:67](=[O:70])[O:68][CH3:69])[C:39](=[O:65])[N:40]1[CH2:44][CH2:43][S:42][C@H:41]1[C:45]1[NH:46][C:47]([C:50]2[CH:55]=[CH:54][C:53](B3OC(C)(C)C(C)(C)O3)=[CH:52][CH:51]=2)=[CH:48][N:49]=1.[C:72]([O-])([O-])=O.[K+].[K+].O1[CH2:83][CH2:82]OCC1. (4) Given the product [CH2:1]([O:5][C:6]([C:8]1[N:9]=[C:10]([C:32]#[N:34])[C:11]2[C:16]([C:17]=1[OH:18])=[CH:15][C:14]([O:19][C:20]1[CH:29]=[CH:28][C:23]3[N:24]=[C:25]([CH3:27])[S:26][C:22]=3[CH:21]=1)=[CH:13][CH:12]=2)=[O:7])[CH2:2][CH2:3][CH3:4], predict the reactants needed to synthesize it. The reactants are: [CH2:1]([O:5][C:6]([C:8]1[N:9]=[C:10](Cl)[C:11]2[C:16]([C:17]=1[OH:18])=[CH:15][C:14]([O:19][C:20]1[CH:29]=[CH:28][C:23]3[N:24]=[C:25]([CH3:27])[S:26][C:22]=3[CH:21]=1)=[CH:13][CH:12]=2)=[O:7])[CH2:2][CH2:3][CH3:4].C[C:32]([N:34](C)C)=O. (5) Given the product [Cl:1][C:2]1[CH:7]=[CH:6][C:5]([CH:8]2[C:12]3[N:13]([CH:22]([CH3:24])[CH3:23])[C:14]([CH:16]4[CH2:17][CH2:18][NH:19][CH2:20][CH2:21]4)=[N:15][C:11]=3[C:10](=[O:25])[N:9]2[C:26]2[CH:27]=[C:28]([CH3:36])[C:29]3[N:30]([C:32]([CH3:35])=[N:33][N:34]=3)[CH:31]=2)=[CH:4][CH:3]=1, predict the reactants needed to synthesize it. The reactants are: [Cl:1][C:2]1[CH:7]=[CH:6][C:5]([CH:8]2[C:12]3[N:13]([CH:22]([CH3:24])[CH3:23])[C:14]([C:16]4[CH2:17][CH2:18][NH:19][CH2:20][CH:21]=4)=[N:15][C:11]=3[C:10](=[O:25])[N:9]2[C:26]2[CH:27]=[C:28]([CH3:36])[C:29]3[N:30]([C:32]([CH3:35])=[N:33][N:34]=3)[CH:31]=2)=[CH:4][CH:3]=1.